This data is from Forward reaction prediction with 1.9M reactions from USPTO patents (1976-2016). The task is: Predict the product of the given reaction. Given the reactants [CH3:1][S:2][C:3]1[CH:9]=[CH:8][C:6]([NH2:7])=[CH:5][CH:4]=1.C(Cl)Cl.N1C=CC=CC=1.[CH3:19][S:20](Cl)(=[O:22])=[O:21], predict the reaction product. The product is: [CH3:1][S:2][C:3]1[CH:9]=[CH:8][C:6]([NH:7][S:20]([CH3:19])(=[O:22])=[O:21])=[CH:5][CH:4]=1.